Predict the reactants needed to synthesize the given product. From a dataset of Full USPTO retrosynthesis dataset with 1.9M reactions from patents (1976-2016). (1) Given the product [CH:1]1([CH2:7][O:8][C:29]2[CH:30]=[N:31][CH:32]=[C:33]([CH:38]=2)[C:34]([O:36][CH3:37])=[O:35])[CH2:6][CH2:5][CH2:4][CH2:3][CH2:2]1, predict the reactants needed to synthesize it. The reactants are: [CH:1]1([CH2:7][OH:8])[CH2:6][CH2:5][CH2:4][CH2:3][CH2:2]1.C1C=CC(P(C2C=CC=CC=2)C2C=CC=CC=2)=CC=1.O[C:29]1[CH:30]=[N:31][CH:32]=[C:33]([CH:38]=1)[C:34]([O:36][CH3:37])=[O:35].CCOC(/N=N/C(OCC)=O)=O.[OH-].[Na+]. (2) Given the product [CH2:30]([N:37]([OH:38])[C:19]([C:16]1[N:15]=[CH:14][C:13]([N:7]2[CH2:8][CH2:9][CH2:10][CH2:11][CH2:12]2)=[CH:18][CH:17]=1)=[O:21])[C:31]1[CH:36]=[CH:35][CH:34]=[CH:33][CH:32]=1, predict the reactants needed to synthesize it. The reactants are: C(Cl)(=O)C(Cl)=O.[N:7]1([C:13]2[CH:14]=[N:15][C:16]([C:19]([OH:21])=O)=[CH:17][CH:18]=2)[CH2:12][CH2:11][CH2:10][CH2:9][CH2:8]1.C(N(CC)CC)C.Cl.[CH2:30]([NH:37][OH:38])[C:31]1[CH:36]=[CH:35][CH:34]=[CH:33][CH:32]=1. (3) Given the product [CH2:10]([NH:7][C:5](=[O:6])[CH:4]1[CH2:8][CH2:9][NH:1][CH2:2][CH2:3]1)[C:11]1[CH:16]=[CH:15][CH:14]=[CH:13][CH:12]=1, predict the reactants needed to synthesize it. The reactants are: [NH:1]1[CH2:9][CH2:8][CH:4]([C:5]([NH2:7])=[O:6])[CH2:3][CH2:2]1.[CH:10](=O)[C:11]1[CH:16]=[CH:15][CH:14]=[CH:13][CH:12]=1.C(O[BH-](OC(=O)C)OC(=O)C)(=O)C.[Na+]. (4) Given the product [CH2:13]([O:12][C:9]1[CH:10]=[CH:11][C:6]([O:5][CH2:4][C@@H:3]([OH:20])[CH2:2][NH:1][CH:44]2[CH2:43][CH2:42][N:41]([C:38]3[CH:37]=[CH:36][C:35]([S:32]([NH:31][C:25]4[CH:26]=[CH:27][C:28]([O:29][CH3:30])=[C:23]([O:22][CH3:21])[CH:24]=4)(=[O:33])=[O:34])=[CH:40][CH:39]=3)[CH2:46][CH2:45]2)=[CH:7][CH:8]=1)[C:14]1[CH:15]=[CH:16][CH:17]=[CH:18][CH:19]=1, predict the reactants needed to synthesize it. The reactants are: [NH2:1][CH2:2][CH:3]([OH:20])[CH2:4][O:5][C:6]1[CH:11]=[CH:10][C:9]([O:12][CH2:13][C:14]2[CH:19]=[CH:18][CH:17]=[CH:16][CH:15]=2)=[CH:8][CH:7]=1.[CH3:21][O:22][C:23]1[CH:24]=[C:25]([NH:31][S:32]([C:35]2[CH:40]=[CH:39][C:38]([N:41]3[CH2:46][CH2:45][C:44](=O)[CH2:43][CH2:42]3)=[CH:37][CH:36]=2)(=[O:34])=[O:33])[CH:26]=[CH:27][C:28]=1[O:29][CH3:30]. (5) Given the product [C:20]([O:19][C:17]([N:14]1[CH2:13][CH2:12][N:11]([C:8]2[CH:7]=[CH:6][C:5]([C:3]([OH:4])=[O:2])=[N:10][CH:9]=2)[CH2:16][CH2:15]1)=[O:18])([CH3:23])([CH3:21])[CH3:22], predict the reactants needed to synthesize it. The reactants are: C[O:2][C:3]([C:5]1[N:10]=[CH:9][C:8]([N:11]2[CH2:16][CH2:15][N:14]([C:17]([O:19][C:20]([CH3:23])([CH3:22])[CH3:21])=[O:18])[CH2:13][CH2:12]2)=[CH:7][CH:6]=1)=[O:4].[OH-].[Na+]. (6) Given the product [OH:1][C:2]1[CH:3]=[C:4]([CH:24]=[CH:25][CH:26]=1)[CH2:5][N:6]1[CH2:10][CH2:9][N:8]([C@@H:11]([C:19]([CH3:20])([CH3:21])[CH3:22])[C:12]([OH:14])=[O:13])[C:7]1=[O:23], predict the reactants needed to synthesize it. The reactants are: [OH:1][C:2]1[CH:3]=[C:4]([CH:24]=[CH:25][CH:26]=1)[CH2:5][N:6]1[CH2:10][CH2:9][N:8]([C@@H:11]([C:19]([CH3:22])([CH3:21])[CH3:20])[C:12]([O:14]C(C)(C)C)=[O:13])[C:7]1=[O:23].FC(F)(F)C(O)=O.